This data is from Retrosynthesis with 50K atom-mapped reactions and 10 reaction types from USPTO. The task is: Predict the reactants needed to synthesize the given product. (1) The reactants are: C#CCCl.CC1CCCCN1. Given the product C#CCN1CCCCC1C, predict the reactants needed to synthesize it. (2) Given the product COc1ccccc1C1(CN[C@@H](C)C(=O)N(C)C)C(=O)N(S(=O)(=O)c2ccc(OC(F)(F)F)cc2)c2ccc(C#N)cc21, predict the reactants needed to synthesize it. The reactants are: COc1ccccc1C1(CN[C@@H](C)C(=O)N(C)C)C(=O)Nc2ccc(C#N)cc21.O=S(=O)(Cl)c1ccc(OC(F)(F)F)cc1. (3) Given the product CC1(OS(N)(=O)=O)CC1, predict the reactants needed to synthesize it. The reactants are: CC1(O)CC1.NS(=O)(=O)Cl. (4) Given the product Cc1nc(C(=O)Nc2cccc(Oc3ccc4nc(NC(=O)C5CC5)nn4c3)c2)c(C)o1, predict the reactants needed to synthesize it. The reactants are: Cc1nc(C(=O)Cl)c(C)o1.Nc1cccc(Oc2ccc3nc(NC(=O)C4CC4)nn3c2)c1.